Dataset: Full USPTO retrosynthesis dataset with 1.9M reactions from patents (1976-2016). Task: Predict the reactants needed to synthesize the given product. (1) Given the product [CH2:1]([NH:3][C:29]([C:27]1[O:28][C:24]([CH2:23][NH:22][C:21]([NH:20][CH2:19][C@@H:15]2[O:16][CH2:17][CH2:18][N:13]([CH2:12][C:11]3[CH:33]=[CH:34][C:35]([Cl:36])=[C:9]([Cl:8])[CH:10]=3)[CH2:14]2)=[O:32])=[CH:25][CH:26]=1)=[O:30])[CH3:2], predict the reactants needed to synthesize it. The reactants are: [CH2:1]([N:3](CC)CC)[CH3:2].[Cl:8][C:9]1[CH:10]=[C:11]([CH:33]=[CH:34][C:35]=1[Cl:36])[CH2:12][N:13]1[CH2:18][CH2:17][O:16][C@@H:15]([CH2:19][NH:20][C:21](=[O:32])[NH:22][CH2:23][C:24]2[O:28][C:27]([C:29](O)=[O:30])=[CH:26][CH:25]=2)[CH2:14]1.ON1C2C=CC=CC=2N=N1.Cl.C(N)C.C(N(CC)C(C)C)(C)C.Cl.CN(C)CCCN=C=NCC. (2) Given the product [Cl:1][C:2]1[CH:3]=[C:4]([C:12]2[O:16][N:15]=[C:14]([C:17]3[CH:18]=[CH:19][CH:20]=[C:21]4[C:25]=3[NH:24][CH:23]=[C:22]4[CH2:26][N:28]([CH3:37])[C@@H:29]([C:31]([OH:33])=[O:32])[CH3:30])[N:13]=2)[CH:5]=[CH:6][C:7]=1[O:8][CH:9]([CH3:11])[CH3:10], predict the reactants needed to synthesize it. The reactants are: [Cl:1][C:2]1[CH:3]=[C:4]([C:12]2[O:16][N:15]=[C:14]([C:17]3[CH:18]=[CH:19][CH:20]=[C:21]4[C:25]=3[NH:24][CH:23]=[C:22]4[CH:26]=O)[N:13]=2)[CH:5]=[CH:6][C:7]=1[O:8][CH:9]([CH3:11])[CH3:10].[NH2:28][C@@H:29]([C:31]([O:33]C)=[O:32])[CH3:30].[BH-](OC(C)=O)(OC(C)=O)O[C:37](C)=O.[Na+].C=O. (3) Given the product [CH3:6][N:7]1[C:11]([Cl:3])=[C:10]([CH:22]=[O:23])[C:9]([C:13]([F:16])([F:15])[F:14])=[N:8]1, predict the reactants needed to synthesize it. The reactants are: P(Cl)(Cl)([Cl:3])=O.[CH3:6][N:7]1[C:11](=O)[CH:10]=[C:9]([C:13]([F:16])([F:15])[F:14])[NH:8]1.[OH-].[Na+].CN([CH:22]=[O:23])C. (4) Given the product [O:1]1[CH2:6][CH2:5][CH2:4][CH2:3][CH:2]1[N:7]1[C:15]2[C:10](=[CH:11][C:12]([C:16]3[N:20]=[CH:19][N:18]([C:21]([C:28]4[CH:33]=[CH:32][CH:31]=[CH:30][CH:29]=4)([C:22]4[CH:27]=[CH:26][CH:25]=[CH:24][CH:23]=4)[C:34]4[CH:35]=[CH:36][CH:37]=[CH:38][CH:39]=4)[N:17]=3)=[CH:13][CH:14]=2)[C:9]([C:40]2[CH:41]=[C:42]([NH:46][C:55](=[O:56])[CH2:54][CH2:53][C:47]3[CH:52]=[CH:51][CH:50]=[CH:49][CH:48]=3)[CH:43]=[CH:44][CH:45]=2)=[N:8]1, predict the reactants needed to synthesize it. The reactants are: [O:1]1[CH2:6][CH2:5][CH2:4][CH2:3][CH:2]1[N:7]1[C:15]2[C:10](=[CH:11][C:12]([C:16]3[N:20]=[CH:19][N:18]([C:21]([C:34]4[CH:39]=[CH:38][CH:37]=[CH:36][CH:35]=4)([C:28]4[CH:33]=[CH:32][CH:31]=[CH:30][CH:29]=4)[C:22]4[CH:27]=[CH:26][CH:25]=[CH:24][CH:23]=4)[N:17]=3)=[CH:13][CH:14]=2)[C:9]([C:40]2[CH:41]=[C:42]([NH2:46])[CH:43]=[CH:44][CH:45]=2)=[N:8]1.[C:47]1([CH2:53][CH2:54][C:55](Cl)=[O:56])[CH:52]=[CH:51][CH:50]=[CH:49][CH:48]=1.C(N(CC)CC)C. (5) Given the product [CH3:1][C:2]1[N:6]([C:17]([C:18]2[CH:23]=[CH:22][CH:21]=[CH:20][CH:19]=2)([C:30]2[CH:31]=[CH:32][CH:33]=[CH:34][CH:35]=2)[C:24]2[CH:25]=[CH:26][CH:27]=[CH:28][CH:29]=2)[N:5]=[C:4]([CH:7]=[O:8])[CH:3]=1, predict the reactants needed to synthesize it. The reactants are: [CH3:1][C:2]1[NH:6][N:5]=[C:4]([CH:7]=[O:8])[CH:3]=1.C(N(CC)CC)C.Cl[C:17]([C:30]1[CH:35]=[CH:34][CH:33]=[CH:32][CH:31]=1)([C:24]1[CH:29]=[CH:28][CH:27]=[CH:26][CH:25]=1)[C:18]1[CH:23]=[CH:22][CH:21]=[CH:20][CH:19]=1.